Dataset: Full USPTO retrosynthesis dataset with 1.9M reactions from patents (1976-2016). Task: Predict the reactants needed to synthesize the given product. (1) Given the product [F:18][C:15]1[CH:16]=[CH:17][C:12]([N:4]2[CH2:1][CH:2]3[C:6]([C:7]([O:9][CH3:10])=[O:8])([CH2:3]3)[C:5]2=[O:11])=[CH:13][CH:14]=1, predict the reactants needed to synthesize it. The reactants are: [CH2:1]([N:4]([C:12]1[CH:17]=[CH:16][C:15]([F:18])=[CH:14][CH:13]=1)[C:5](=[O:11])[CH2:6][C:7]([O:9][CH3:10])=[O:8])[CH:2]=[CH2:3].S(=O)(=O)(O)[O-].[Na+]. (2) Given the product [NH2:19][C:15]1[CH:14]=[C:13]([CH2:12][N:5]([CH2:4][CH2:3][N:2]([CH3:22])[CH3:1])[C:6](=[O:11])[C:7]([F:8])([F:9])[F:10])[CH:18]=[CH:17][CH:16]=1, predict the reactants needed to synthesize it. The reactants are: [CH3:1][N:2]([CH3:22])[CH2:3][CH2:4][N:5]([CH2:12][C:13]1[CH:18]=[CH:17][CH:16]=[C:15]([N+:19]([O-])=O)[CH:14]=1)[C:6](=[O:11])[C:7]([F:10])([F:9])[F:8]. (3) Given the product [Cl:1][C:2]1[C:3]([CH3:15])=[CH:4][C:5]([CH2:9][C@@H:10]([OH:14])[C:11]([OH:13])=[O:12])=[CH:6][C:7]=1[CH3:8], predict the reactants needed to synthesize it. The reactants are: [Cl:1][C:2]1[C:7]([CH3:8])=[CH:6][C:5]([CH2:9][C:10](=[O:14])[C:11]([OH:13])=[O:12])=[CH:4][C:3]=1[CH3:15].C(N(CC)CC)C.[OH-].[Na+].CC(OC)(C)C. (4) Given the product [C:7]([O:6][CH2:5][CH2:4][N:2]([CH3:3])[CH3:1])(=[O:10])[CH:8]=[CH2:9].[C:7]([O:11][CH2:12][CH3:13])(=[O:10])[CH:8]=[CH2:9], predict the reactants needed to synthesize it. The reactants are: [CH3:1][N:2]([CH2:4][CH2:5][OH:6])[CH3:3].[C:7]([O:11][CH2:12][CH3:13])(=[O:10])[CH:8]=[CH2:9].C1C2NC3C(=CC=CC=3)SC=2C=CC=1. (5) Given the product [C:20]1([C:26]2([CH2:36][O:1][N:2]3[C:7]([CH3:9])([CH3:8])[CH2:6][CH2:5][CH2:4][C:3]3([CH3:12])[CH3:11])[C:30]3[CH:32]=[CH:33][CH:34]=[CH:35][C:29]=3[O:28][CH2:27]2)[CH:25]=[CH:24][CH:23]=[CH:22][CH:21]=1, predict the reactants needed to synthesize it. The reactants are: [OH:1][N:2]1[C:7]([CH3:9])([CH3:8])[CH2:6][CH:5](O)[CH2:4][C:3]1([CH3:12])[CH3:11].N(OC(C)(C)C)=O.[C:20]1([C:26](=[CH2:36])[CH2:27][O:28][C:29]2[CH:35]=[CH:34][CH:33]=[CH:32][C:30]=2N)[CH:25]=[CH:24][CH:23]=[CH:22][CH:21]=1. (6) Given the product [C:1]1([CH:7]([C:11]2[CH:16]=[CH:15][CH:14]=[CH:13][CH:12]=2)[C:8]([NH:10][C:22]([CH:19]2[CH2:21][CH2:20]2)=[O:23])=[O:9])[CH:2]=[CH:3][CH:4]=[CH:5][CH:6]=1, predict the reactants needed to synthesize it. The reactants are: [C:1]1([CH:7]([C:11]2[CH:16]=[CH:15][CH:14]=[CH:13][CH:12]=2)[C:8]([NH2:10])=[O:9])[CH:6]=[CH:5][CH:4]=[CH:3][CH:2]=1.[H-].[Na+].[CH:19]1([C:22](Cl)=[O:23])[CH2:21][CH2:20]1.C([O-])(O)=O.[Na+]. (7) Given the product [NH:12]1[C:20]2[C:15](=[CH:16][C:17]([O:21][CH:22]3[CH2:27][CH2:26][CH:25]([C:28]([NH2:6])=[O:30])[CH2:24][CH2:23]3)=[CH:18][CH:19]=2)[CH:14]=[N:13]1, predict the reactants needed to synthesize it. The reactants are: [Cl-].[NH4+].C([N:6](C(C)C)CC)(C)C.[NH:12]1[C:20]2[C:15](=[CH:16][C:17]([O:21][CH:22]3[CH2:27][CH2:26][CH:25]([C:28]([OH:30])=O)[CH2:24][CH2:23]3)=[CH:18][CH:19]=2)[CH:14]=[N:13]1.N.Cl.C(N=C=NCCCN(C)C)C.OC1C2N=NNC=2C=CC=1.C(=O)([O-])O.[Na+]. (8) Given the product [C:1]([C:3]1[CH:4]=[C:5]([CH:9]=[C:10]([C:12]([F:15])([F:14])[F:13])[CH:11]=1)[C:6]([N:18]([O:19][CH3:20])[CH3:17])=[O:7])#[N:2], predict the reactants needed to synthesize it. The reactants are: [C:1]([C:3]1[CH:4]=[C:5]([CH:9]=[C:10]([C:12]([F:15])([F:14])[F:13])[CH:11]=1)[C:6](O)=[O:7])#[N:2].Cl.[CH3:17][NH:18][O:19][CH3:20].C(N(CC)C(C)C)(C)C.CCOC(OC(OCC)=O)=O.